This data is from Catalyst prediction with 721,799 reactions and 888 catalyst types from USPTO. The task is: Predict which catalyst facilitates the given reaction. (1) Reactant: [F:1][C:2]1[CH:7]=[C:6]([N+:8]([O-])=O)[CH:5]=[CH:4][C:3]=1[N:11]1[CH2:16][CH2:15][S:14][CH2:13][CH2:12]1. Product: [F:1][C:2]1[CH:7]=[C:6]([CH:5]=[CH:4][C:3]=1[N:11]1[CH2:12][CH2:13][S:14][CH2:15][CH2:16]1)[NH2:8]. The catalyst class is: 123. (2) Reactant: [Br:1][C:2]1[CH:3]=[C:4]2[O:8][C:7]([C:9]3[CH:14]=[CH:13][CH:12]=[CH:11][CH:10]=3)=[N:6][C:5]2=[C:15]([C:17]([OH:19])=O)[CH:16]=1.Cl.C(N=C=NCCCN(C)C)C.ON1C2C=CC=CC=2N=N1.[NH2:42][CH:43]1[CH2:50][CH:49]2[N:51]([CH3:52])[CH:45]([CH2:46][CH2:47][CH2:48]2)[CH2:44]1.C(N(CC)CC)C. Product: [CH3:52][N:51]1[CH:45]2[CH2:46][CH2:47][CH2:48][CH:49]1[CH2:50][CH:43]([NH:42][C:17]([C:15]1[CH:16]=[C:2]([Br:1])[CH:3]=[C:4]3[O:8][C:7]([C:9]4[CH:10]=[CH:11][CH:12]=[CH:13][CH:14]=4)=[N:6][C:5]=13)=[O:19])[CH2:44]2. The catalyst class is: 369. (3) Reactant: [N+:1]([C:4]1[CH:20]=[CH:19][C:7]([C:8]([NH:10][CH2:11][CH2:12][C:13]2[CH:18]=[CH:17][CH:16]=[CH:15][N:14]=2)=[O:9])=[CH:6][CH:5]=1)([O-])=O.[H][H]. Product: [NH2:1][C:4]1[CH:5]=[CH:6][C:7]([C:8]([NH:10][CH2:11][CH2:12][C:13]2[CH:18]=[CH:17][CH:16]=[CH:15][N:14]=2)=[O:9])=[CH:19][CH:20]=1. The catalyst class is: 541. (4) Reactant: [CH3:1][C:2]1([CH3:19])[CH2:7][O:6][CH:5]([CH:8]=[CH:9][C:10]2[CH:15]=[CH:14][C:13]([N+:16]([O-])=O)=[CH:12][CH:11]=2)[O:4][CH2:3]1. Product: [CH3:1][C:2]1([CH3:19])[CH2:3][O:4][CH:5]([CH2:8][CH2:9][C:10]2[CH:11]=[CH:12][C:13]([NH2:16])=[CH:14][CH:15]=2)[O:6][CH2:7]1. The catalyst class is: 19. (5) Reactant: [Si:1]([O:18][CH2:19][CH2:20][C:21]([NH2:23])=[NH:22])([C:14]([CH3:17])([CH3:16])[CH3:15])([C:8]1[CH:13]=[CH:12][CH:11]=[CH:10][CH:9]=1)[C:2]1[CH:7]=[CH:6][CH:5]=[CH:4][CH:3]=1.CN([CH:27]=[C:28]1[C:33](=[O:34])[CH2:32][CH2:31][CH2:30][C:29]1=O)C. Product: [Si:1]([O:18][CH2:19][CH2:20][C:21]([NH2:23])=[NH:22])([C:14]([CH3:17])([CH3:15])[CH3:16])([C:8]1[CH:13]=[CH:12][CH:11]=[CH:10][CH:9]=1)[C:2]1[CH:3]=[CH:4][CH:5]=[CH:6][CH:7]=1.[Si:1]([O:18][CH2:19][CH2:20][C:21]1[N:23]=[CH:27][C:28]2[C:33](=[O:34])[CH2:32][CH2:31][CH2:30][C:29]=2[N:22]=1)([C:14]([CH3:17])([CH3:15])[CH3:16])([C:8]1[CH:13]=[CH:12][CH:11]=[CH:10][CH:9]=1)[C:2]1[CH:3]=[CH:4][CH:5]=[CH:6][CH:7]=1. The catalyst class is: 14. (6) Reactant: [F:1][C:2]1[CH:10]=[CH:9][CH:8]=[C:7]2[C:3]=1[CH:4]=[C:5]([C:11]1[C:16](=[O:17])[N:15]([CH3:18])[CH:14]=[C:13]([C:19]3[C:20]([N:39]([CH3:44])[S:40]([CH3:43])(=[O:42])=[O:41])=[CH:21][C:22]4[O:26][C:25]([C:27]5[CH:32]=[CH:31][C:30]([F:33])=[CH:29][CH:28]=5)=[C:24]([C:34]([NH:36][CH3:37])=[O:35])[C:23]=4[CH:38]=3)[CH:12]=1)[NH:6]2.CI.[C:47]([O-])([O-])=O.[Cs+].[Cs+]. Product: [F:1][C:2]1[CH:10]=[CH:9][CH:8]=[C:7]2[C:3]=1[CH:4]=[C:5]([C:11]1[C:16](=[O:17])[N:15]([CH3:18])[CH:14]=[C:13]([C:19]3[C:20]([N:39]([CH3:44])[S:40]([CH3:43])(=[O:41])=[O:42])=[CH:21][C:22]4[O:26][C:25]([C:27]5[CH:28]=[CH:29][C:30]([F:33])=[CH:31][CH:32]=5)=[C:24]([C:34]([NH:36][CH3:37])=[O:35])[C:23]=4[CH:38]=3)[CH:12]=1)[N:6]2[CH3:47]. The catalyst class is: 3. (7) Reactant: CCCCCC.Br[C:8]1[CH:13]=[CH:12][C:11]([O:14][CH:15]2[CH2:20][CH2:19][O:18][CH2:17][CH2:16]2)=[CH:10][CH:9]=1.[CH2:21]([O:28][C@@H:29]1[C@@H:35]([O:36][CH2:37][C:38]2[CH:43]=[CH:42][CH:41]=[CH:40][CH:39]=2)[C@H:34]([O:44][CH2:45][C:46]2[CH:51]=[CH:50][CH:49]=[CH:48][CH:47]=2)[C@@H:33]([CH2:52][O:53][CH2:54][C:55]2[CH:60]=[CH:59][CH:58]=[CH:57][CH:56]=2)[S:32][C:30]1([C:61]1[CH:66]=[CH:65][CH:64]=[C:63]([CH:67]=[O:68])[CH:62]=1)[OH:31])[C:22]1[CH:27]=[CH:26][CH:25]=[CH:24][CH:23]=1.[Cl-].[NH4+]. Product: [CH2:21]([O:28][C@@H:29]1[C@@H:35]([O:36][CH2:37][C:38]2[CH:39]=[CH:40][CH:41]=[CH:42][CH:43]=2)[C@H:34]([O:44][CH2:45][C:46]2[CH:51]=[CH:50][CH:49]=[CH:48][CH:47]=2)[C@@H:33]([CH2:52][O:53][CH2:54][C:55]2[CH:56]=[CH:57][CH:58]=[CH:59][CH:60]=2)[S:32][C:30]1([C:61]1[CH:66]=[CH:65][CH:64]=[C:63]([CH:67]([C:8]2[CH:13]=[CH:12][C:11]([O:14][CH:15]3[CH2:20][CH2:19][O:18][CH2:17][CH2:16]3)=[CH:10][CH:9]=2)[OH:68])[CH:62]=1)[OH:31])[C:22]1[CH:23]=[CH:24][CH:25]=[CH:26][CH:27]=1. The catalyst class is: 7.